Dataset: Rat liver microsome stability data. Task: Regression/Classification. Given a drug SMILES string, predict its absorption, distribution, metabolism, or excretion properties. Task type varies by dataset: regression for continuous measurements (e.g., permeability, clearance, half-life) or binary classification for categorical outcomes (e.g., BBB penetration, CYP inhibition). Dataset: rlm. (1) The molecule is Cc1ccc(S(=O)(=O)Nc2cc(C(=O)Nc3nc(-c4ccccc4)cs3)ccc2Cl)cc1. The result is 1 (stable in rat liver microsomes). (2) The molecule is Cc1c(C)n(Cc2ccc(-c3ccccc3C(=O)O)cc2)c2ccc(C(=O)N[C@@H](C)c3ccc([N+](=O)[O-])cc3)cc12. The result is 0 (unstable in rat liver microsomes). (3) The compound is COc1cc(C(=O)c2c[nH]c(-c3c[nH]c4ccccc34)n2)cc2c1OCCO2. The result is 0 (unstable in rat liver microsomes). (4) The molecule is CCCCN(CC)CCNC(=O)c1cc2c(-c3ccc(Cl)cc3)nn(C)c2s1. The result is 1 (stable in rat liver microsomes). (5) The compound is Cc1ccc(-c2cc(C(=O)NC3CCCCC3)c3ccccc3n2)cc1. The result is 1 (stable in rat liver microsomes). (6) The compound is CC(C)(C)c1ccc(CCNC(=O)c2ccc(O)cc2Cl)cc1. The result is 1 (stable in rat liver microsomes). (7) The molecule is CC(C)CS(=O)(=O)Oc1ccc(Oc2ccc(S(=O)(=O)CC3CS3)cc2)cc1. The result is 1 (stable in rat liver microsomes). (8) The drug is CC(C)NC(=O)N1C[C@@H]2C[C@H](C1)c1ccc(-c3cccc(C(F)(F)F)c3)c(=O)n1C2. The result is 1 (stable in rat liver microsomes). (9) The result is 0 (unstable in rat liver microsomes). The drug is COc1ccc2[nH]cc(CCNC(C)=O)c2c1.